The task is: Predict the product of the given reaction.. This data is from Forward reaction prediction with 1.9M reactions from USPTO patents (1976-2016). (1) Given the reactants [CH3:1][C:2]1[NH:3][C:4]2[C:9]([C:10]=1[C:11]([O:13][CH2:14][CH3:15])=[O:12])=[CH:8]C=CC=2.[CH3:16][Al](C)C, predict the reaction product. The product is: [CH3:8][C:9]1[CH:4]=[N:3][CH:16]=[C:2]([CH3:1])[C:10]=1[C:11]([O:13][CH2:14][CH3:15])=[O:12]. (2) Given the reactants C([O:5][C:6]([NH:8][C@@H:9]([CH2:13][C:14]1[CH:19]=[CH:18][CH:17]=[CH:16][CH:15]=1)[C@@H:10]1[O:12][CH2:11]1)=[O:7])(C)(C)C.C(O)C.C(O)(=O)CC(CC(O)=O)(C(O)=O)O, predict the reaction product. The product is: [CH2:13]([C@H:9]1[C@H:10]([CH2:11][OH:12])[O:5][C:6](=[O:7])[NH:8]1)[C:14]1[CH:15]=[CH:16][CH:17]=[CH:18][CH:19]=1. (3) The product is: [CH2:30]([S:32]([N:23]1[CH2:22][C:21]([CH2:25][C:26]#[N:27])([N:19]2[CH:20]=[C:16]([C:15]3[C:10]4[CH:9]=[CH:8][N:7]([CH2:6][O:5][CH2:4][CH2:3][Si:2]([CH3:28])([CH3:1])[CH3:29])[C:11]=4[N:12]=[CH:13][N:14]=3)[CH:17]=[N:18]2)[CH2:24]1)(=[O:34])=[O:33])[CH3:31]. Given the reactants [CH3:1][Si:2]([CH3:29])([CH3:28])[CH2:3][CH2:4][O:5][CH2:6][N:7]1[C:11]2[N:12]=[CH:13][N:14]=[C:15]([C:16]3[CH:17]=[N:18][N:19]([C:21]4([CH2:25][C:26]#[N:27])[CH2:24][NH:23][CH2:22]4)[CH:20]=3)[C:10]=2[CH:9]=[CH:8]1.[CH2:30]([S:32](Cl)(=[O:34])=[O:33])[CH3:31], predict the reaction product. (4) Given the reactants NC1[S:3][C:4]2[CH:10]=[C:9]([O:11][CH3:12])[CH:8]=[CH:7][C:5]=2[N:6]=1.C(O)CO.[OH-].[K+].C1(C)C=CC=CC=1, predict the reaction product. The product is: [CH3:12][O:11][C:9]1[CH:8]=[CH:7][C:5]([NH2:6])=[C:4]([SH:3])[CH:10]=1.